Dataset: Catalyst prediction with 721,799 reactions and 888 catalyst types from USPTO. Task: Predict which catalyst facilitates the given reaction. (1) Reactant: [F:1][C:2]1[CH:7]=[CH:6][CH:5]=[CH:4][C:3]=1[C:8]1[C:12]([C:13]2[CH:30]=[CH:29][C:16]3[N:17]=[C:18]([NH:20]C(=O)C4C=CC=CC=4)[S:19][C:15]=3[CH:14]=2)=[CH:11][N:10]([CH3:31])[N:9]=1.O.[OH-].[Na+]. Product: [F:1][C:2]1[CH:7]=[CH:6][CH:5]=[CH:4][C:3]=1[C:8]1[C:12]([C:13]2[CH:30]=[CH:29][C:16]3[N:17]=[C:18]([NH2:20])[S:19][C:15]=3[CH:14]=2)=[CH:11][N:10]([CH3:31])[N:9]=1. The catalyst class is: 82. (2) Reactant: [CH2:1]([C@H:8]([NH:21][C:22]([C@H:24]1[NH:43][C:42](=[O:44])[C@H:41]([CH3:45])[NH:40][C:39](=[O:46])[CH2:38][CH2:37][C:36]2=[CH:47][C:32](=[CH:33][CH:34]=[CH:35]2)[C:31]2=[CH:48][C:27](=[CH:28][CH:29]=[CH:30]2)[CH2:26][CH2:25]1)=[O:23])[CH:9]([C:11](=[O:20])[NH:12][CH2:13][C:14]1[CH:19]=[CH:18][CH:17]=[CH:16][CH:15]=1)[OH:10])[C:2]1[CH:7]=[CH:6][CH:5]=[CH:4][CH:3]=1.CC(OI1(OC(C)=O)(OC(C)=O)OC(=O)C2C=CC=CC1=2)=O. Product: [CH2:1]([C@H:8]([NH:21][C:22]([C@H:24]1[NH:43][C:42](=[O:44])[C@H:41]([CH3:45])[NH:40][C:39](=[O:46])[CH2:38][CH2:37][C:36]2=[CH:47][C:32](=[CH:33][CH:34]=[CH:35]2)[C:31]2=[CH:48][C:27](=[CH:28][CH:29]=[CH:30]2)[CH2:26][CH2:25]1)=[O:23])[C:9]([C:11](=[O:20])[NH:12][CH2:13][C:14]1[CH:15]=[CH:16][CH:17]=[CH:18][CH:19]=1)=[O:10])[C:2]1[CH:3]=[CH:4][CH:5]=[CH:6][CH:7]=1. The catalyst class is: 4. (3) Reactant: [Cl:1][C:2]1[CH:7]=[CH:6][C:5](/[CH:8]=[C:9]2/[O:10][C:11](=O)[C:12]3[CH:17]=[CH:16][CH:15]=[CH:14][C:13]/2=3)=[CH:4][CH:3]=1.O.[NH2:20][NH2:21]. Product: [Cl:1][C:2]1[CH:7]=[CH:6][C:5]([CH2:8][C:9]2[C:13]3[C:12](=[CH:17][CH:16]=[CH:15][CH:14]=3)[C:11](=[O:10])[NH:21][N:20]=2)=[CH:4][CH:3]=1. The catalyst class is: 14. (4) Reactant: C(OC(=O)[NH:7][CH:8]1[CH2:13][CH2:12][CH:11]([NH:14][C:15]2[N:20]=[C:19]3[N:21](COCC[Si](C)(C)C)[N:22]=[C:23]([C:24]4[CH:29]=[CH:28][CH:27]=[C:26]([NH:30][CH2:31][C:32]5[CH:37]=[CH:36][CH:35]=[CH:34][C:33]=5[Cl:38])[CH:25]=4)[C:18]3=[CH:17][N:16]=2)[CH2:10][CH2:9]1)(C)(C)C.C(O)(C(F)(F)F)=O. Product: [Cl:38][C:33]1[CH:34]=[CH:35][CH:36]=[CH:37][C:32]=1[CH2:31][NH:30][C:26]1[CH:25]=[C:24]([C:23]2[C:18]3[C:19](=[N:20][C:15]([NH:14][CH:11]4[CH2:12][CH2:13][CH:8]([NH2:7])[CH2:9][CH2:10]4)=[N:16][CH:17]=3)[NH:21][N:22]=2)[CH:29]=[CH:28][CH:27]=1. The catalyst class is: 4. (5) Reactant: [CH2:1]([O:3][C:4]([C:6]1([NH:10][C:11]([C:13]2[CH:22]=[CH:21][C:20]3[C:15](=[CH:16][CH:17]=[CH:18][CH:19]=3)[C:14]=2[OH:23])=[O:12])[CH2:9][CH2:8][CH2:7]1)=[O:5])[CH3:2].C(=O)([O-])[O-].[Cs+].[Cs+].[I-].[Na+].Cl[CH2:33][C:34]1[CH:35]=[CH:36][C:37]([C:40]([F:43])([F:42])[F:41])=[N:38][CH:39]=1. Product: [CH2:1]([O:3][C:4]([C:6]1([NH:10][C:11]([C:13]2[CH:22]=[CH:21][C:20]3[C:15](=[CH:16][CH:17]=[CH:18][CH:19]=3)[C:14]=2[O:23][CH2:33][C:34]2[CH:39]=[N:38][C:37]([C:40]([F:43])([F:41])[F:42])=[CH:36][CH:35]=2)=[O:12])[CH2:9][CH2:8][CH2:7]1)=[O:5])[CH3:2]. The catalyst class is: 3. (6) Reactant: [NH:1]1C=NC=N1.P(Cl)(Cl)(Cl)=O.C(N(CC)CC)C.[Si:18]([O:25][CH2:26][C@@H:27]1[C@H:31]2[O:32][C:33]([CH3:36])([CH3:35])[O:34][C@H:30]2[C@H:29]([N:37]2[CH:42]=[C:41]([CH3:43])[C:40](=O)[NH:39][C:38]2=[O:45])[S:28]1)([C:21]([CH3:24])([CH3:23])[CH3:22])([CH3:20])[CH3:19].[OH-].[NH4+]. Product: [NH2:1][C:40]1[C:41]([CH3:43])=[CH:42][N:37]([C@H:29]2[C@H:30]3[C@H:31]([O:32][C:33]([CH3:35])([CH3:36])[O:34]3)[C@@H:27]([CH2:26][O:25][Si:18]([C:21]([CH3:24])([CH3:22])[CH3:23])([CH3:20])[CH3:19])[S:28]2)[C:38](=[O:45])[N:39]=1. The catalyst class is: 880.